Dataset: Catalyst prediction with 721,799 reactions and 888 catalyst types from USPTO. Task: Predict which catalyst facilitates the given reaction. (1) The catalyst class is: 5. Product: [Br:1][C:2]1[C:3]([O:37][CH3:38])=[CH:4][C:5]([C:10]2[O:14][N:13]=[C:12]([CH:15]([OH:31])[CH:16]([O:17][CH3:18])[C:19]3[CH:24]=[CH:23][C:22]([N:25]4[CH2:30][CH2:29][O:28][CH2:27][CH2:26]4)=[CH:21][CH:20]=3)[N:11]=2)=[CH:6][C:7]=1[O:8][CH3:9]. Reactant: [Br:1][C:2]1[C:7]([O:8][CH3:9])=[CH:6][C:5]([C:10]2[O:14][N:13]=[C:12]([CH:15]([O:31]C(OCC)C)[CH:16]([C:19]3[CH:24]=[CH:23][C:22]([N:25]4[CH2:30][CH2:29][O:28][CH2:27][CH2:26]4)=[CH:21][CH:20]=3)[O:17][CH3:18])[N:11]=2)=[CH:4][C:3]=1[O:37][CH3:38].C1(C)C=CC(S([O-])(=O)=O)=CC=1.[NH+]1C=CC=CC=1. (2) Reactant: [C:1]([OH:10])(=[O:9])[C:2]1[C:3](=[CH:5][CH:6]=[CH:7][CH:8]=1)[OH:4].[OH-].[CH2:12]([N+:16]([CH2:22][CH2:23][CH2:24][CH3:25])([CH2:18][CH2:19][CH2:20][CH3:21])[CH3:17])[CH2:13][CH2:14][CH3:15]. Product: [C:1]([O-:10])(=[O:9])[C:2]1[C:3](=[CH:5][CH:6]=[CH:7][CH:8]=1)[OH:4].[CH3:17][N+:16]([CH2:12][CH2:13][CH2:14][CH3:15])([CH2:22][CH2:23][CH2:24][CH3:25])[CH2:18][CH2:19][CH2:20][CH3:21].[C:1]([OH:10])(=[O:9])[C:2]1[C:3](=[CH:5][CH:6]=[CH:7][CH:8]=1)[OH:4]. The catalyst class is: 21. (3) Reactant: C[O:2][C:3](=[O:36])[C:4]1[CH:9]=[C:8]([C:10]([F:13])([F:12])[F:11])[CH:7]=[C:6]([N:14]2[C:18]([CH3:19])=[CH:17][CH:16]=[C:15]2[C:20]2[CH:25]=[C:24]([F:26])[CH:23]=[CH:22][C:21]=2[O:27][CH2:28][C:29]2[CH:34]=[CH:33][C:32]([F:35])=[CH:31][CH:30]=2)[CH:5]=1.[OH-].[Na+].Cl. Product: [F:26][C:24]1[CH:23]=[CH:22][C:21]([O:27][CH2:28][C:29]2[CH:30]=[CH:31][C:32]([F:35])=[CH:33][CH:34]=2)=[C:20]([C:15]2[N:14]([C:6]3[CH:5]=[C:4]([CH:9]=[C:8]([C:10]([F:11])([F:13])[F:12])[CH:7]=3)[C:3]([OH:36])=[O:2])[C:18]([CH3:19])=[CH:17][CH:16]=2)[CH:25]=1. The catalyst class is: 511. (4) Product: [CH:7]([N:10]1[CH2:11][CH2:12][N:13]([C:16]2[N:21]=[CH:20][C:19]([C:22]3[CH:29]=[CH:28][C:25]([CH2:26][NH2:27])=[CH:24][CH:23]=3)=[CH:18][CH:17]=2)[CH2:14][CH2:15]1)([CH3:9])[CH3:8]. Reactant: [H-].[H-].[H-].[H-].[Li+].[Al+3].[CH:7]([N:10]1[CH2:15][CH2:14][N:13]([C:16]2[N:21]=[CH:20][C:19]([C:22]3[CH:29]=[CH:28][C:25]([C:26]#[N:27])=[CH:24][CH:23]=3)=[CH:18][CH:17]=2)[CH2:12][CH2:11]1)([CH3:9])[CH3:8].[OH-].[Na+]. The catalyst class is: 1. (5) Reactant: [F:1][C:2]1[CH:3]=[N:4][N:5]([C:7]2[N:12]=[C:11]([OH:13])[C:10]([C:14]([OH:16])=O)=[CH:9][N:8]=2)[CH:6]=1.CCN(CC)CC.CN(C(ON1N=NC2C=CC=NC1=2)=[N+](C)C)C.F[P-](F)(F)(F)(F)F.[NH2:48][C@H:49]([C:62]1[CH:67]=[CH:66][C:65]([F:68])=[CH:64][CH:63]=1)[C:50]1[CH:55]=[CH:54][C:53]([P:56]([CH3:61])(=[O:60])[O:57][CH2:58][CH3:59])=[CH:52][CH:51]=1.Cl.N[C@H](C1C=CC(F)=CC=1)C1C=CC(P(C)(=O)OCC)=CC=1. Product: [F:1][C:2]1[CH:3]=[N:4][N:5]([C:7]2[N:12]=[C:11]([OH:13])[C:10]([C:14]([NH:48][C@H:49]([C:62]3[CH:63]=[CH:64][C:65]([F:68])=[CH:66][CH:67]=3)[C:50]3[CH:55]=[CH:54][C:53]([P:56]([CH3:61])(=[O:60])[O:57][CH2:58][CH3:59])=[CH:52][CH:51]=3)=[O:16])=[CH:9][N:8]=2)[CH:6]=1. The catalyst class is: 23. (6) Product: [CH3:16][O:15][S:12]([O-:17])(=[O:14])=[O:13].[CH2:1]([N:3]([C:4]([NH+:6]1[CH:10]=[CH:9][N:8]([CH3:16])[CH2:7]1)=[O:5])[CH3:11])[CH3:2]. The catalyst class is: 10. Reactant: [CH2:1]([N:3]([CH3:11])[C:4]([N:6]1[CH:10]=[CH:9][N:8]=[CH:7]1)=[O:5])[CH3:2].[S:12]([O:17]C)([O:15][CH3:16])(=[O:14])=[O:13].